This data is from Full USPTO retrosynthesis dataset with 1.9M reactions from patents (1976-2016). The task is: Predict the reactants needed to synthesize the given product. (1) Given the product [CH:1]([C:4]1[CH:16]=[CH:15][C:7]([C:8]([OH:10])=[O:9])=[CH:6][C:5]=1[O:17][C:18]1[CH:23]=[CH:22][CH:21]=[CH:20][CH:19]=1)([CH3:3])[CH3:2], predict the reactants needed to synthesize it. The reactants are: [CH:1]([C:4]1[CH:16]=[CH:15][C:7]([C:8]([O:10]C(C)(C)C)=[O:9])=[CH:6][C:5]=1[O:17][C:18]1[CH:23]=[CH:22][CH:21]=[CH:20][CH:19]=1)([CH3:3])[CH3:2].FC(F)(F)C(O)=O. (2) Given the product [Br:1][C:2]1[CH:7]=[CH:6][N:5]([CH2:16][CH2:17][OH:18])[C:4](=[O:8])[CH:3]=1, predict the reactants needed to synthesize it. The reactants are: [Br:1][C:2]1[CH:7]=[CH:6][NH:5][C:4](=[O:8])[CH:3]=1.C([O-])([O-])=O.[K+].[K+].I[CH2:16][CH2:17][OH:18]. (3) Given the product [ClH:38].[ClH:38].[ClH:38].[C:1]([C:3]1[N:8]=[C:7]2[NH:9][CH:10]=[C:11](/[CH:12]=[C:13]3\[O:14][C:15]4[C:22]([CH2:23][N:24]5[CH2:29][CH2:28][NH:27][CH2:26][CH2:25]5)=[C:21]([OH:37])[CH:20]=[CH:19][C:16]=4[C:17]\3=[O:18])[C:6]2=[CH:5][CH:4]=1)#[CH:2], predict the reactants needed to synthesize it. The reactants are: [C:1]([C:3]1[N:8]=[C:7]2[NH:9][CH:10]=[C:11](/[CH:12]=[C:13]3\[O:14][C:15]4[C:22]([CH2:23][N:24]5[CH2:29][CH2:28][N:27](C(OC(C)(C)C)=O)[CH2:26][CH2:25]5)=[C:21]([OH:37])[CH:20]=[CH:19][C:16]=4[C:17]\3=[O:18])[C:6]2=[CH:5][CH:4]=1)#[CH:2].[ClH:38]. (4) Given the product [CH:1]1([C:7]2[C:8]3[S:20][C:19]([C:21]([OH:23])=[O:22])=[CH:18][C:9]=3[NH:10][C:11]=2[C:12]2[CH:13]=[CH:14][CH:15]=[CH:16][CH:17]=2)[CH2:2][CH2:3][CH2:4][CH2:5][CH2:6]1, predict the reactants needed to synthesize it. The reactants are: [CH:1]1([C:7]2[C:8]3[S:20][C:19]([C:21]([O:23]C)=[O:22])=[CH:18][C:9]=3[NH:10][C:11]=2[C:12]2[CH:17]=[CH:16][CH:15]=[CH:14][CH:13]=2)[CH2:6][CH2:5][CH2:4][CH2:3][CH2:2]1.[OH-].[Na+].